From a dataset of Forward reaction prediction with 1.9M reactions from USPTO patents (1976-2016). Predict the product of the given reaction. The product is: [N+:22]([C:19]1[CH:20]=[CH:21][C:16]([NH:1][CH:2]2[CH2:3][CH2:4][N:5]([C:8]([O:10][C:11]([CH3:14])([CH3:13])[CH3:12])=[O:9])[CH2:6][CH2:7]2)=[CH:17][CH:18]=1)([O-:24])=[O:23]. Given the reactants [NH2:1][CH:2]1[CH2:7][CH2:6][N:5]([C:8]([O:10][C:11]([CH3:14])([CH3:13])[CH3:12])=[O:9])[CH2:4][CH2:3]1.F[C:16]1[CH:21]=[CH:20][C:19]([N+:22]([O-:24])=[O:23])=[CH:18][CH:17]=1, predict the reaction product.